From a dataset of Forward reaction prediction with 1.9M reactions from USPTO patents (1976-2016). Predict the product of the given reaction. (1) Given the reactants [F:1][CH:2](F)[CH2:3]I.[CH3:6][C:7]1([CH3:18])[C:16]2[C:11](=[CH:12][C:13]([NH2:17])=[CH:14][CH:15]=2)[CH2:10][NH:9][CH2:8]1.BrCCF.C([O-])([O-])=O.[K+].[K+], predict the reaction product. The product is: [F:1][CH2:2][CH2:3][N:9]1[CH2:8][C:7]([CH3:6])([CH3:18])[C:16]2[C:11](=[CH:12][C:13]([NH2:17])=[CH:14][CH:15]=2)[CH2:10]1. (2) The product is: [CH3:1][O:2][C:3]1[C:4]([CH3:34])=[C:5]([C:25]([O:32][CH3:33])=[C:26]([O:30][CH3:31])[C:27]=1[O:28][CH3:29])[CH2:6][C:7]1[CH:8]=[CH:9][C:10]([C:46]2[CH:47]=[CH:48][CH:49]=[CH:50][C:45]=2[O:44][CH3:43])=[C:11]([CH:16]=1)[C:12]([O:14][CH3:15])=[O:13]. Given the reactants [CH3:1][O:2][C:3]1[C:4]([CH3:34])=[C:5]([C:25]([O:32][CH3:33])=[C:26]([O:30][CH3:31])[C:27]=1[O:28][CH3:29])[CH2:6][C:7]1[CH:8]=[CH:9][C:10](OS(C(F)(F)F)(=O)=O)=[C:11]([CH:16]=1)[C:12]([O:14][CH3:15])=[O:13].C(=O)([O-])[O-].[Na+].[Na+].[Cl-].[Li+].[CH3:43][O:44][C:45]1[CH:50]=[CH:49][CH:48]=[CH:47][C:46]=1B(O)O, predict the reaction product. (3) Given the reactants [CH:1](=O)[CH3:2].[NH:4]1[C:12]2[C:7](=[CH:8][CH:9]=[CH:10][CH:11]=2)[CH2:6][C:5]1=[O:13].N1CCCCC1, predict the reaction product. The product is: [CH:1](=[C:6]1[C:7]2[C:12](=[CH:11][CH:10]=[CH:9][CH:8]=2)[NH:4][C:5]1=[O:13])[CH3:2]. (4) Given the reactants [Cl:1][C:2]1[CH:7]=[CH:6][CH:5]=[C:4]([Cl:8])[C:3]=1[N:9]1[CH:20]=[C:19]([CH2:21][F:22])[C:12]2[N:13]=[C:14](SC)[N:15]=[CH:16][C:11]=2[C:10]1=[O:23].ClC1C=[C:27](C=CC=1)[C:28]([O:30]O)=[O:29].[CH3:35][N:36]1[CH2:41][CH2:40][N:39]([C:42]2[CH:48]=[CH:47][C:45]([NH2:46])=[CH:44][CH:43]=2)[CH2:38][CH2:37]1.C(O)(C(F)(F)F)=O, predict the reaction product. The product is: [C:28]([O-:30])(=[O:29])[CH3:27].[NH4+:9].[Cl:1][C:2]1[CH:7]=[CH:6][CH:5]=[C:4]([Cl:8])[C:3]=1[N:9]1[CH:20]=[C:19]([CH2:21][F:22])[C:12]2[N:13]=[C:14]([NH:46][C:45]3[CH:44]=[CH:43][C:42]([N:39]4[CH2:38][CH2:37][N:36]([CH3:35])[CH2:41][CH2:40]4)=[CH:48][CH:47]=3)[N:15]=[CH:16][C:11]=2[C:10]1=[O:23]. (5) Given the reactants [Cl:1][C:2]1[CH:7]=[CH:6][C:5]([N+:8]([O-:10])=[O:9])=[C:4](F)[CH:3]=1.C([O-])([O-])=O.[Na+].[Na+].[F:18][CH:19]1[CH2:24][CH2:23][CH2:22][NH:21][CH2:20]1, predict the reaction product. The product is: [Cl:1][C:2]1[CH:7]=[CH:6][C:5]([N+:8]([O-:10])=[O:9])=[C:4]([N:21]2[CH2:22][CH2:23][CH2:24][CH:19]([F:18])[CH2:20]2)[CH:3]=1. (6) Given the reactants BrC[C:3](Cl)=[O:4].[C:6]([NH:10][C:11]([C:13]1[S:34][C:16]2[N:17]=[C:18]([C:28]3[CH:33]=[CH:32][CH:31]=[CH:30][CH:29]=3)[N:19]=[C:20]([C:21]3[CH:26]=[CH:25][CH:24]=[C:23]([NH2:27])[CH:22]=3)[C:15]=2[C:14]=1[NH2:35])=[O:12])([CH3:9])([CH3:8])[CH3:7].CCN(C(C)C)C(C)C.[CH2:45]([Cl:47])Cl, predict the reaction product. The product is: [C:6]([NH:10][C:11]([C:13]1[S:34][C:16]2[N:17]=[C:18]([C:28]3[CH:29]=[CH:30][CH:31]=[CH:32][CH:33]=3)[N:19]=[C:20]([C:21]3[CH:26]=[CH:25][CH:24]=[C:23]([NH:27][C:3](=[O:4])[CH2:45][Cl:47])[CH:22]=3)[C:15]=2[C:14]=1[NH2:35])=[O:12])([CH3:9])([CH3:7])[CH3:8].